This data is from Reaction yield outcomes from USPTO patents with 853,638 reactions. The task is: Predict the reaction yield, written as a fraction of the theoretical maximum amount of product (1.0 means a 100% yield; for example, 0.34 means a 34% yield). (1) The reactants are [NH2:1][C@@H:2]1[CH2:7][C@@H:6]([CH2:8][CH2:9][CH2:10][CH:11]=[CH2:12])[O:5][C@:4]([C@@H:15]2[CH2:19][S:18][C:17](=[O:20])[N:16]2[CH2:21][C:22]2[CH:27]=[CH:26][C:25]([O:28][CH3:29])=[CH:24][CH:23]=2)([O:13][CH3:14])[CH2:3]1.[C:30](=O)([O:41]CCCC=C)[O:31][C:32]1C=[CH:36][C:35]([N+]([O-])=O)=[CH:34][CH:33]=1.C(N(C(C)C)CC)(C)C. The catalyst is ClCCl.CN(C1C=CN=CC=1)C. The product is [CH3:14][O:13][C@:4]1([C@@H:15]2[CH2:19][S:18][C:17](=[O:20])[N:16]2[CH2:21][C:22]2[CH:27]=[CH:26][C:25]([O:28][CH3:29])=[CH:24][CH:23]=2)[CH2:3][C@H:2]([NH:1][C:30](=[O:41])[O:31][CH2:32][CH2:33][CH2:34][CH:35]=[CH2:36])[CH2:7][C@@H:6]([CH2:8][CH2:9][CH2:10][CH:11]=[CH2:12])[O:5]1. The yield is 0.830. (2) The reactants are Cl[C:2]1[N:7]=[C:6]([NH2:8])[CH:5]=[CH:4][N:3]=1.[CH3:9]CN(C(C)C)C(C)C.BrC1[C:28]2[C:23](=[CH:24][CH:25]=[C:26](OC)[N:27]=2)[N:22]=[CH:21]C=1N. The catalyst is CN(C)C=O. The product is [CH3:9][N:22]1[CH2:21][CH2:26][N:27]([C:2]2[N:7]=[C:6]([NH2:8])[CH:5]=[CH:4][N:3]=2)[CH2:28][C:23]21[CH2:24][CH2:25]2. The yield is 0.330.